This data is from Catalyst prediction with 721,799 reactions and 888 catalyst types from USPTO. The task is: Predict which catalyst facilitates the given reaction. (1) Reactant: [CH3:1][O:2][C:3]1[CH:4]=[C:5]([CH:12]=[CH:13][C:14]=1[N+:15]([O-])=O)[CH2:6][CH:7]([CH2:10][OH:11])[CH2:8][OH:9]. Product: [NH2:15][C:14]1[CH:13]=[CH:12][C:5]([CH2:6][CH:7]([CH2:8][OH:9])[CH2:10][OH:11])=[CH:4][C:3]=1[O:2][CH3:1]. The catalyst class is: 865. (2) Reactant: [NH2:1][C:2]1[CH:14]=[CH:13][C:12]2[C@@H:11]3[C@@H:6]([N:7]([C:15]([C:17]4[CH:25]=[CH:24][C:20]5[NH:21][CH:22]=[N:23][C:19]=5[CH:18]=4)=[O:16])[CH2:8][CH2:9][CH2:10]3)[CH2:5][C:4]=2[C:3]=1O.O.C1(C)C=CC(S(O)(=O)=O)=CC=1.[CH:39](OCC)(OCC)[O:40]CC. The catalyst class is: 5. Product: [NH:21]1[C:20]2[CH:24]=[CH:25][C:17]([C:15]([N:7]3[C@H:6]4[C@H:11]([C:12]5[CH:13]=[C:14]6[O:40][CH:39]=[N:1][C:2]6=[CH:3][C:4]=5[CH2:5]4)[CH2:10][CH2:9][CH2:8]3)=[O:16])=[CH:18][C:19]=2[N:23]=[CH:22]1. (3) The catalyst class is: 21. Reactant: [Br:1][C:2]1[CH:3]=[C:4]2[C:9](=[CH:10][CH:11]=1)[N:8]([CH2:12][CH2:13]Cl)[CH2:7][CH2:6][CH2:5]2.[I-:15].[Na+]. Product: [Br:1][C:2]1[CH:3]=[C:4]2[C:9](=[CH:10][CH:11]=1)[N:8]([CH2:12][CH2:13][I:15])[CH2:7][CH2:6][CH2:5]2. (4) Reactant: [C:1]([C:3]1[CH:27]=[CH:26][C:6]([CH2:7][NH:8][C:9](=[O:25])[CH:10]([O:22][CH2:23][CH3:24])[N:11]2[CH2:19][C:18]3[C:13](=[CH:14][CH:15]=[CH:16][C:17]=3[CH3:20])[C:12]2=[O:21])=[C:5]([OH:28])[CH:4]=1)#[N:2].I[CH2:30][C:31]([NH2:33])=[O:32].C(=O)([O-])[O-].[Cs+].[Cs+]. Product: [C:31]([CH2:30][O:28][C:5]1[CH:4]=[C:3]([C:1]#[N:2])[CH:27]=[CH:26][C:6]=1[CH2:7][NH:8][C:9](=[O:25])[CH:10]([O:22][CH2:23][CH3:24])[N:11]1[CH2:19][C:18]2[C:13](=[CH:14][CH:15]=[CH:16][C:17]=2[CH3:20])[C:12]1=[O:21])(=[O:32])[NH2:33]. The catalyst class is: 10. (5) Reactant: [CH:1]([CH:4]([CH:14]1[CH2:17][C:16](=[O:18])[C:15]1(Cl)Cl)[C:5]([CH:11]([CH3:13])[CH3:12])([CH:8]([CH3:10])[CH3:9])[O:6][SiH3:7])([CH3:3])[CH3:2].C(OCC)C. Product: [CH:1]([CH:4]([CH:14]1[CH2:15][C:16](=[O:18])[CH2:17]1)[C:5]([CH:11]([CH3:12])[CH3:13])([CH:8]([CH3:9])[CH3:10])[O:6][SiH3:7])([CH3:2])[CH3:3]. The catalyst class is: 183. (6) Reactant: C(OP(=O)(OCC)O[CH2:6]/[CH:7]=[CH:8]/[C:9](=[O:16])[N:10]1[CH2:15][CH2:14][CH2:13][CH2:12][CH2:11]1)C.[CH3:21][O:22][C:23]1[CH:30]=[CH:29][C:28]([O:31][CH3:32])=[CH:27][C:24]=1[CH:25]=O.CC(C)([O-])C.[K+]. Product: [CH3:21][O:22][C:23]1[CH:30]=[CH:29][C:28]([O:31][CH3:32])=[CH:27][C:24]=1/[CH:25]=[CH:6]/[CH:7]=[CH:8]/[C:9]([N:10]1[CH2:11][CH2:12][CH2:13][CH2:14][CH2:15]1)=[O:16]. The catalyst class is: 1. (7) Reactant: Br[C:2]1[C:7]([Cl:8])=[CH:6][C:5]([OH:9])=[C:4]([Cl:10])[CH:3]=1.[C:11]([O:15][C:16]([CH3:19])([CH3:18])[CH3:17])(=[O:14])[CH:12]=[CH2:13].C(N(CC)CC)C. The catalyst class is: 668. Product: [Cl:8][C:7]1[CH:6]=[C:5]([OH:9])[C:4]([Cl:10])=[CH:3][C:2]=1/[CH:13]=[CH:12]/[C:11]([O:15][C:16]([CH3:19])([CH3:18])[CH3:17])=[O:14]. (8) Reactant: C([O:3][C:4](=[O:37])[CH2:5][CH2:6][CH2:7][CH2:8][C:9](=[O:36])[N:10]1[C:18]2[C:13](=[CH:14][C:15]([O:19][CH2:20][C:21]3[S:22][C:23]([C:32]([F:35])([F:34])[F:33])=[C:24]([C:26]4[CH:31]=[CH:30][CH:29]=[CH:28][CH:27]=4)[CH:25]=3)=[CH:16][CH:17]=2)[CH2:12][CH2:11]1)C.Cl.O. Product: [O:36]=[C:9]([N:10]1[C:18]2[C:13](=[CH:14][C:15]([O:19][CH2:20][C:21]3[S:22][C:23]([C:32]([F:35])([F:34])[F:33])=[C:24]([C:26]4[CH:27]=[CH:28][CH:29]=[CH:30][CH:31]=4)[CH:25]=3)=[CH:16][CH:17]=2)[CH2:12][CH2:11]1)[CH2:8][CH2:7][CH2:6][CH2:5][C:4]([OH:37])=[O:3]. The catalyst class is: 702. (9) Reactant: CC(OI1(OC(C)=O)(OC(C)=O)OC(=O)C2C=CC=CC1=2)=O.[OH:23][CH2:24][CH2:25][C:26]1[CH:27]=[C:28]([CH2:31][N:32]2[CH2:52][CH2:51][C:35]3([O:40][CH2:39][CH2:38][N:37]([C:41]([C:43]4[N:44]=[C:45]([CH:48]([CH3:50])[CH3:49])[S:46][CH:47]=4)=[O:42])[CH2:36]3)[CH2:34][CH2:33]2)[S:29][CH:30]=1.FC(F)(F)C(O)=O.S([O-])([O-])(=O)=S.[Na+].[Na+].C(=O)(O)[O-].[Na+]. Product: [CH:48]([C:45]1[S:46][CH:47]=[C:43]([C:41]([N:37]2[CH2:36][C:35]3([CH2:34][CH2:33][N:32]([CH2:31][C:28]4[S:29][CH:30]=[C:26]([CH2:25][CH:24]=[O:23])[CH:27]=4)[CH2:52][CH2:51]3)[O:40][CH2:39][CH2:38]2)=[O:42])[N:44]=1)([CH3:50])[CH3:49]. The catalyst class is: 124.